Dataset: Forward reaction prediction with 1.9M reactions from USPTO patents (1976-2016). Task: Predict the product of the given reaction. Given the reactants Br[C:2]1[CH:11]=[N:10][C:9]2[N:8]([CH2:12][C:13]3[CH:18]=[CH:17][C:16]([O:19][CH3:20])=[CH:15][CH:14]=3)[C:7](=[O:21])[N:6]3[N:22]=[CH:23][N:24]=[C:5]3[C:4]=2[CH:3]=1.CO[C:27]1C=C(B(O)O)C=C[C:32]=1OC.P([O-])([O-])([O-])=O.[K+].[K+].[K+], predict the reaction product. The product is: [CH3:20][O:19][C:16]1[CH:17]=[CH:18][C:13]([CH2:12][N:8]2[C:9]3[N:10]=[CH:11][C:2]([CH:27]=[CH2:32])=[CH:3][C:4]=3[C:5]3=[N:24][CH:23]=[N:22][N:6]3[C:7]2=[O:21])=[CH:14][CH:15]=1.